From a dataset of Catalyst prediction with 721,799 reactions and 888 catalyst types from USPTO. Predict which catalyst facilitates the given reaction. (1) Reactant: [NH2:1][C@H:2]([C:4]1[N:13]([C:14]2[CH:19]=[CH:18][CH:17]=[CH:16][CH:15]=2)[C:12](=[O:20])[C:11]2[C:6](=[CH:7][CH:8]=[CH:9][C:10]=2[Cl:21])[N:5]=1)[CH3:3].[NH2:22][C:23]1[C:28]([I:29])=[C:27](Cl)[N:26]=[CH:25][N:24]=1.CCN(C(C)C)C(C)C.O. Product: [NH2:22][C:23]1[N:24]=[CH:25][N:26]=[C:27]([NH:1][C@H:2]([C:4]2[N:13]([C:14]3[CH:15]=[CH:16][CH:17]=[CH:18][CH:19]=3)[C:12](=[O:20])[C:11]3[C:6](=[CH:7][CH:8]=[CH:9][C:10]=3[Cl:21])[N:5]=2)[CH3:3])[C:28]=1[I:29]. The catalyst class is: 41. (2) Reactant: [CH2:1]([NH:3][CH:4]([C:11]([C:13]1[CH:18]=[CH:17][CH:16]=[CH:15][CH:14]=1)=[O:12])[C:5]1[CH:10]=[CH:9][CH:8]=[CH:7][CH:6]=1)[CH3:2].C(N(CC)CC)C.[Br:26][C:27]1[CH:28]=[C:29]2[C:34](=[CH:35][CH:36]=1)[CH:33]=[C:32]([S:37](Cl)(=[O:39])=[O:38])[CH:31]=[CH:30]2. Product: [CH2:1]([N:3]([S:37]([C:32]1[CH:31]=[CH:30][C:29]2[C:34](=[CH:35][CH:36]=[C:27]([Br:26])[CH:28]=2)[CH:33]=1)(=[O:38])=[O:39])[CH:4]([C:11]([C:13]1[CH:18]=[CH:17][CH:16]=[CH:15][CH:14]=1)=[O:12])[C:5]1[CH:10]=[CH:9][CH:8]=[CH:7][CH:6]=1)[CH3:2]. The catalyst class is: 2. (3) Reactant: C([N:8]1[CH2:13][CH2:12][CH:11]([N:14]2[CH2:27][C:16]3([CH2:19][N:18]([C:20]([O:22][C:23]([CH3:26])([CH3:25])[CH3:24])=[O:21])[CH2:17]3)[CH2:15]2)[CH2:10][CH2:9]1)C1C=CC=CC=1. Product: [C:23]([O:22][C:20]([N:18]1[CH2:19][C:16]2([CH2:15][N:14]([CH:11]3[CH2:12][CH2:13][NH:8][CH2:9][CH2:10]3)[CH2:27]2)[CH2:17]1)=[O:21])([CH3:26])([CH3:24])[CH3:25]. The catalyst class is: 50. (4) Reactant: C(NC(C)C)(C)C.C([Li])CCC.[C:13]1(=[O:18])[O:17][CH2:16][CH2:15][CH2:14]1.[CH2:19](Br)[C:20]1[CH:25]=[CH:24][CH:23]=[CH:22][CH:21]=1. Product: [CH2:19]([CH:14]1[CH2:15][CH2:16][O:17][C:13]1=[O:18])[C:20]1[CH:25]=[CH:24][CH:23]=[CH:22][CH:21]=1. The catalyst class is: 1. (5) Reactant: [Br:1][C:2]1[CH:8]=[CH:7][C:6]([O:9][CH3:10])=[C:4]([OH:5])[C:3]=1[OH:11].Br[CH2:13]Br.[F-].[K+].O. Product: [Br:1][C:2]1[C:3]2[O:11][CH2:13][O:5][C:4]=2[C:6]([O:9][CH3:10])=[CH:7][CH:8]=1. The catalyst class is: 3. (6) Reactant: [CH:1]([O:4][C:5]1[CH:6]=[C:7]([CH:12]=[C:13]([O:15][CH2:16][CH2:17][CH2:18][C:19]2[CH:20]=[N:21][CH:22]=[CH:23][CH:24]=2)[CH:14]=1)[C:8]([O:10]C)=[O:9])([CH3:3])[CH3:2]. Product: [CH:1]([O:4][C:5]1[CH:6]=[C:7]([CH:12]=[C:13]([O:15][CH2:16][CH2:17][CH2:18][C:19]2[CH:20]=[N:21][CH:22]=[CH:23][CH:24]=2)[CH:14]=1)[C:8]([OH:10])=[O:9])([CH3:3])[CH3:2]. The catalyst class is: 702. (7) Reactant: [CH3:1][C:2]1[CH:7]=[CH:6][C:5]([S:8]([NH:11][C:12](=[O:15])[CH:13]=[CH2:14])(=[O:10])=[O:9])=[CH:4][CH:3]=1.[Cl:16][C:17]1[CH:18]=[C:19]([CH:27]=[CH:28][C:29]=1[Cl:30])[O:20][CH:21]1[CH2:26][CH2:25][NH:24][CH2:23][CH2:22]1.[OH-].[Na+]. Product: [Cl:16][C:17]1[CH:18]=[C:19]([CH:27]=[CH:28][C:29]=1[Cl:30])[O:20][CH:21]1[CH2:26][CH2:25][N:24]([CH2:14][CH2:13][C:12]([NH:11][S:8]([C:5]2[CH:6]=[CH:7][C:2]([CH3:1])=[CH:3][CH:4]=2)(=[O:10])=[O:9])=[O:15])[CH2:23][CH2:22]1. The catalyst class is: 1. (8) Reactant: [Cl:1][C:2]1[CH:7]=[CH:6][C:5]([S:8]([N:11]([C:15]2[C:16]([C:22](=[O:31])[C:23]3[C:28]([F:29])=[CH:27][CH:26]=[CH:25][C:24]=3[Cl:30])=[N:17][CH:18]=[C:19]([Cl:21])[CH:20]=2)COC)(=[O:10])=[O:9])=[CH:4][C:3]=1[C:32]([F:35])([F:34])[F:33].O. Product: [Cl:1][C:2]1[CH:7]=[CH:6][C:5]([S:8]([NH:11][C:15]2[C:16]([C:22](=[O:31])[C:23]3[C:28]([F:29])=[CH:27][CH:26]=[CH:25][C:24]=3[Cl:30])=[N:17][CH:18]=[C:19]([Cl:21])[CH:20]=2)(=[O:9])=[O:10])=[CH:4][C:3]=1[C:32]([F:33])([F:34])[F:35]. The catalyst class is: 89. (9) Reactant: [F:1][C:2]([F:33])([F:32])[C:3]([N:5]1[CH2:14][CH2:13][C:12]2[C:7](=[CH:8][CH:9]=[C:10]([O:15]C)[CH:11]=2)[CH:6]1[CH:17]1[CH2:22][CH2:21][N:20]([S:23]([C:26]2[N:27]=[CH:28][N:29]([CH3:31])[CH:30]=2)(=[O:25])=[O:24])[CH2:19][CH2:18]1)=[O:4].B(Br)(Br)Br.CO.C([O-])(O)=O.[Na+]. Product: [F:32][C:2]([F:1])([F:33])[C:3]([N:5]1[CH2:14][CH2:13][C:12]2[C:7](=[CH:8][CH:9]=[C:10]([OH:15])[CH:11]=2)[CH:6]1[CH:17]1[CH2:18][CH2:19][N:20]([S:23]([C:26]2[N:27]=[CH:28][N:29]([CH3:31])[CH:30]=2)(=[O:25])=[O:24])[CH2:21][CH2:22]1)=[O:4]. The catalyst class is: 2. (10) Reactant: [Cl:1][C:2]1[CH:7]=[C:6]([C:8]2[CH:13]=[CH:12][C:11]([Cl:14])=[CH:10][CH:9]=2)[CH:5]=[C:4]([F:15])[C:3]=1[C:16]1[C:17](=[O:23])[CH2:18][CH2:19][C:20]=1[O:21][CH3:22].C[Si]([N-][Si](C)(C)C)(C)C.[K+].Br[CH2:35][C:36]#[CH:37]. Product: [Cl:1][C:2]1[CH:7]=[C:6]([C:8]2[CH:13]=[CH:12][C:11]([Cl:14])=[CH:10][CH:9]=2)[CH:5]=[C:4]([F:15])[C:3]=1[C:16]1[C:17](=[O:23])[CH:18]([CH2:37][C:36]#[CH:35])[CH2:19][C:20]=1[O:21][CH3:22]. The catalyst class is: 7.